This data is from Reaction yield outcomes from USPTO patents with 853,638 reactions. The task is: Predict the reaction yield, written as a fraction of the theoretical maximum amount of product (1.0 means a 100% yield; for example, 0.34 means a 34% yield). (1) The reactants are [CH2:1]([O:8][C:9]([N:11]1[C@@H:15]([CH2:16][CH:17]=O)[CH2:14][O:13][C:12]1([CH3:20])[CH3:19])=[O:10])[C:2]1[CH:7]=[CH:6][CH:5]=[CH:4][CH:3]=1.Cl.[CH2:22]1[C:24]2([CH2:29][CH2:28][NH:27][CH2:26][C@H:25]2[OH:30])[CH2:23]1.C(N(CC)CC)C.C(O[BH-](OC(=O)C)OC(=O)C)(=O)C.[Na+]. The catalyst is ClCCl. The product is [CH2:1]([O:8][C:9]([N:11]1[C@@H:15]([CH2:16][CH2:17][N:27]2[CH2:28][CH2:29][C:24]3([CH2:22][CH2:23]3)[C@H:25]([OH:30])[CH2:26]2)[CH2:14][O:13][C:12]1([CH3:20])[CH3:19])=[O:10])[C:2]1[CH:7]=[CH:6][CH:5]=[CH:4][CH:3]=1. The yield is 0.970. (2) The reactants are [Br:1][C:2]1[CH:3]=[C:4]([C:8]2[O:12][N:11]=[C:10]3[CH:13]=[CH:14][C:15]([C:17]4[CH:22]=[CH:21][N:20]=[C:19]([NH2:23])[N:18]=4)=[CH:16][C:9]=23)[CH:5]=[CH:6][CH:7]=1.Cl[C:25]([O:27][CH2:28][CH3:29])=[O:26].C(N(C(C)C)CC)(C)C. The catalyst is O1CCOCC1.CS(C)=O. The product is [CH2:28]([O:27][C:25](=[O:26])[NH:23][C:19]1[N:18]=[C:17]([C:15]2[CH:14]=[CH:13][C:10]3=[N:11][O:12][C:8]([C:4]4[CH:5]=[CH:6][CH:7]=[C:2]([Br:1])[CH:3]=4)=[C:9]3[CH:16]=2)[CH:22]=[CH:21][N:20]=1)[CH3:29]. The yield is 0.320. (3) The reactants are [CH3:1][C:2]1[N:3]=[C:4]([N:12]2[CH2:16][CH2:15][N:14]([C:17]3C=CC=[CH:19][CH:18]=3)[C:13]2=[O:23])[S:5][C:6]=1[C:7]([O:9]CC)=[O:8].CC1N=C(N2CCN(CCC)C2=O)SC=1C(OCC)=O. No catalyst specified. The product is [CH3:1][C:2]1[N:3]=[C:4]([N:12]2[CH2:16][CH2:15][N:14]([CH2:17][CH2:18][CH3:19])[C:13]2=[O:23])[S:5][C:6]=1[C:7]([OH:9])=[O:8]. The yield is 0.940. (4) The reactants are [F:1][C:2]1[C:3]([NH:12][C:13]2[CH:18]=[CH:17][C:16]([I:19])=[CH:15][C:14]=2[F:20])=[C:4]([CH:8]=[CH:9][C:10]=1[F:11])[C:5]([OH:7])=O.Cl.CN(C)CCCN=C=NCC.[O:33]1[CH2:37][CH2:36][O:35][CH:34]1[CH2:38][CH:39]([C:41]1([OH:45])[CH2:44][NH:43][CH2:42]1)[OH:40].C(OCC)(=O)C. The catalyst is CN(C)C1C=CN=CC=1.CN(C=O)C. The product is [F:1][C:2]1[C:3]([NH:12][C:13]2[CH:18]=[CH:17][C:16]([I:19])=[CH:15][C:14]=2[F:20])=[C:4]([C:5]([N:43]2[CH2:42][C:41]([CH:39]([OH:40])[CH2:38][CH:34]3[O:33][CH2:37][CH2:36][O:35]3)([OH:45])[CH2:44]2)=[O:7])[CH:8]=[CH:9][C:10]=1[F:11]. The yield is 0.360.